The task is: Predict which catalyst facilitates the given reaction.. This data is from Catalyst prediction with 721,799 reactions and 888 catalyst types from USPTO. (1) Reactant: [C:1]([O:9][CH2:10][CH2:11][O:12][CH2:13][CH2:14]O)(=[O:8])[C:2]1[CH:7]=[CH:6][CH:5]=[CH:4][CH:3]=1.[I:16]N1C(=O)CCC1=O.C1(P(C2C=CC=CC=2)C2C=CC=CC=2)C=CC=CC=1.C(=O)([O-])O.[Na+]. Product: [C:1]([O:9][CH2:10][CH2:11][O:12][CH2:13][CH2:14][I:16])(=[O:8])[C:2]1[CH:7]=[CH:6][CH:5]=[CH:4][CH:3]=1. The catalyst class is: 4. (2) Reactant: [Cl:1][C:2]1[CH:7]=[CH:6][C:5]([C:8]([N:10]2[C:19]3[C:14](=[CH:15][CH:16]=[CH:17][CH:18]=3)[CH2:13][CH2:12][CH2:11]2)=[O:9])=[CH:4][C:3]=1[NH:20][C:21](=[O:33])[C:22]1[CH:27]=[C:26]([O:28][CH3:29])[CH:25]=[CH:24][C:23]=1[N+:30]([O-])=O.[Sn](Cl)(Cl)(Cl)Cl. Product: [NH2:30][C:23]1[CH:24]=[CH:25][C:26]([O:28][CH3:29])=[CH:27][C:22]=1[C:21]([NH:20][C:3]1[CH:4]=[C:5]([C:8]([N:10]2[C:19]3[C:14](=[CH:15][CH:16]=[CH:17][CH:18]=3)[CH2:13][CH2:12][CH2:11]2)=[O:9])[CH:6]=[CH:7][C:2]=1[Cl:1])=[O:33]. The catalyst class is: 36. (3) Reactant: C[O:2][C:3]([C:5]1[C:14](C(OC)=O)=[C:8]2[C:9]([NH2:13])=[CH:10][CH:11]=[CH:12][N:7]2[N:6]=1)=[O:4].[OH-].[Na+].Cl. Product: [NH2:13][C:9]1[C:8]2[N:7]([N:6]=[C:5]([C:3]([OH:4])=[O:2])[CH:14]=2)[CH:12]=[CH:11][CH:10]=1. The catalyst class is: 82. (4) Reactant: [F:1][C:2]1[CH:32]=[CH:31][CH:30]=[C:29]([F:33])[C:3]=1[CH2:4][O:5][C:6]1[C:7]2[N:8]([C:13]([C:17]3[N:21]=[CH:20][N:19]([CH2:22][C:23]([CH3:28])([N+:25]([O-])=O)[CH3:24])[N:18]=3)=[C:14]([CH3:16])[N:15]=2)[CH:9]=[C:10]([CH3:12])[CH:11]=1.[H][H]. Product: [F:33][C:29]1[CH:30]=[CH:31][CH:32]=[C:2]([F:1])[C:3]=1[CH2:4][O:5][C:6]1[C:7]2[N:8]([C:13]([C:17]3[N:21]=[CH:20][N:19]([CH2:22][C:23]([CH3:28])([NH2:25])[CH3:24])[N:18]=3)=[C:14]([CH3:16])[N:15]=2)[CH:9]=[C:10]([CH3:12])[CH:11]=1. The catalyst class is: 470. (5) Reactant: C([O:3][C:4]([C:6]1[C:32]([N:33]2[CH2:38][CH2:37][CH:36]([C:39]([F:42])([F:41])[F:40])[CH2:35][CH2:34]2)=[CH:31][C:9]2[N:10]([CH3:30])[C:11]([NH:13][C:14]3[C:19]([Cl:20])=[CH:18][CH:17]=[C:16]([CH2:21][NH:22][C:23](=[O:28])[C:24]([CH3:27])([CH3:26])[CH3:25])[C:15]=3[Cl:29])=[N:12][C:8]=2[CH:7]=1)=[O:5])C.[OH-].[Na+].Cl. Product: [Cl:29][C:15]1[C:16]([CH2:21][NH:22][C:23](=[O:28])[C:24]([CH3:27])([CH3:26])[CH3:25])=[CH:17][CH:18]=[C:19]([Cl:20])[C:14]=1[NH:13][C:11]1[N:10]([CH3:30])[C:9]2[CH:31]=[C:32]([N:33]3[CH2:34][CH2:35][CH:36]([C:39]([F:42])([F:41])[F:40])[CH2:37][CH2:38]3)[C:6]([C:4]([OH:5])=[O:3])=[CH:7][C:8]=2[N:12]=1. The catalyst class is: 12. (6) Reactant: [OH:1][C@H:2]1[C:10]2[C:5](=[CH:6][CH:7]=[CH:8][CH:9]=2)[CH2:4][C@:3]1([CH2:20][C:21]1[CH:29]=[CH:28][C:24]([C:25]([OH:27])=[O:26])=[CH:23][CH:22]=1)[C:11]1[CH2:12][C:13]2[C:18]([CH:19]=1)=[CH:17][CH:16]=[CH:15][CH:14]=2.C([O-])([O-])=O.[K+].[K+].[CH2:36](I)[CH2:37][CH3:38]. Product: [OH:1][C@H:2]1[C:10]2[C:5](=[CH:6][CH:7]=[CH:8][CH:9]=2)[CH2:4][C@:3]1([CH2:20][C:21]1[CH:29]=[CH:28][C:24]([C:25]([O:27][CH2:36][CH2:37][CH3:38])=[O:26])=[CH:23][CH:22]=1)[C:11]1[CH2:12][C:13]2[C:18]([CH:19]=1)=[CH:17][CH:16]=[CH:15][CH:14]=2. The catalyst class is: 517.